Dataset: Reaction yield outcomes from USPTO patents with 853,638 reactions. Task: Predict the reaction yield, written as a fraction of the theoretical maximum amount of product (1.0 means a 100% yield; for example, 0.34 means a 34% yield). (1) The reactants are [CH3:1][C@H:2]([CH2:6]SC)[C:3]([OH:5])=[O:4].O[O:10][S:11]([O-:13])=O.[K+].[CH3:15]C(C)=O. The catalyst is O. The product is [CH3:1][C@H:2]([CH2:6][S:11]([CH3:15])(=[O:13])=[O:10])[C:3]([OH:5])=[O:4]. The yield is 0.450. (2) The reactants are [Cl:1][C:2]1[CH:28]=[C:27]([Cl:29])[CH:26]=[CH:25][C:3]=1[CH2:4][N:5]1[C:9]([CH2:10][CH2:11][C:12]([O:14]CC)=[O:13])=[CH:8][C:7]([O:17][CH2:18][C:19]2[CH:24]=[CH:23][CH:22]=[CH:21][N:20]=2)=[N:6]1.[OH-].[Na+].O1CCCC1. The catalyst is C(O)C. The product is [Cl:1][C:2]1[CH:28]=[C:27]([Cl:29])[CH:26]=[CH:25][C:3]=1[CH2:4][N:5]1[C:9]([CH2:10][CH2:11][C:12]([OH:14])=[O:13])=[CH:8][C:7]([O:17][CH2:18][C:19]2[CH:24]=[CH:23][CH:22]=[CH:21][N:20]=2)=[N:6]1. The yield is 0.750. (3) The reactants are Br[CH2:2][CH2:3][C:4]#[C:5][Si:6]([CH3:9])([CH3:8])[CH3:7].[Mg].CON(C)[C:14]([CH:16]1[CH2:20][CH2:19][CH2:18][CH2:17]1)=[O:15].Cl. The catalyst is C1COCC1.II.CCOC(C)=O. The product is [CH:16]1([C:14](=[O:15])[CH2:2][CH2:3][C:4]#[C:5][Si:6]([CH3:9])([CH3:8])[CH3:7])[CH2:20][CH2:19][CH2:18][CH2:17]1. The yield is 0.510. (4) The reactants are Cl.[N:2]1[CH:7]=[CH:6][N:5]=[CH:4][C:3]=1[C:8](=[NH:10])[NH2:9].[Cl:11][C:12]1[CH:19]=[C:18]([F:20])[CH:17]=[CH:16][C:13]=1[CH:14]=O.O=[C:22]([CH3:29])[CH2:23][C:24]([O:26][CH2:27][CH3:28])=[O:25]. No catalyst specified. The product is [Cl:11][C:12]1[CH:19]=[C:18]([F:20])[CH:17]=[CH:16][C:13]=1[CH:14]1[C:23]([C:24]([O:26][CH2:27][CH3:28])=[O:25])=[C:22]([CH3:29])[NH:9][C:8]([C:3]2[CH:4]=[N:5][CH:6]=[CH:7][N:2]=2)=[N:10]1. The yield is 0.410. (5) The reactants are [CH3:1][O-].[Na+].[N:4]#[C:5][NH2:6].[Cl:7][C:8]1[CH:13]=[C:12]([N:14]=[C:15]=[S:16])[CH:11]=[C:10]([Cl:17])[N:9]=1.IC. The catalyst is CO. The product is [C:5](/[N:6]=[C:15](\[S:16][CH3:1])/[NH:14][C:12]1[CH:11]=[C:10]([Cl:17])[N:9]=[C:8]([Cl:7])[CH:13]=1)#[N:4]. The yield is 0.970. (6) The reactants are [OH-].[Na+].C([O:5][C:6](=[O:17])[CH2:7][O:8][C:9]1[CH:14]=[CH:13][C:12]([C:15]#[N:16])=[CH:11][CH:10]=1)C.Cl. The catalyst is CO. The product is [C:15]([C:12]1[CH:13]=[CH:14][C:9]([O:8][CH2:7][C:6]([OH:17])=[O:5])=[CH:10][CH:11]=1)#[N:16]. The yield is 0.720.